From a dataset of Peptide-MHC class I binding affinity with 185,985 pairs from IEDB/IMGT. Regression. Given a peptide amino acid sequence and an MHC pseudo amino acid sequence, predict their binding affinity value. This is MHC class I binding data. The peptide sequence is VNNAEPGKR. The MHC is HLA-A33:01 with pseudo-sequence HLA-A33:01. The binding affinity (normalized) is 0.0979.